The task is: Predict the reactants needed to synthesize the given product.. This data is from Full USPTO retrosynthesis dataset with 1.9M reactions from patents (1976-2016). (1) Given the product [CH:1]1([C@H:7]([NH:12][C:13]([C:15]2[C:24]([NH:25][C:26]([NH:28][C:29]3[C:34]([CH3:35])=[CH:33][C:32]([CH2:36][CH2:37][CH3:38])=[CH:31][C:30]=3[CH3:39])=[O:27])=[CH:23][C:22]3[C:17](=[CH:18][CH:19]=[CH:20][CH:21]=3)[CH:16]=2)=[O:14])[C:8]([O:10][CH3:11])=[O:9])[CH2:6][CH2:5][CH2:4][CH2:3][CH2:2]1, predict the reactants needed to synthesize it. The reactants are: [CH:1]1([C@H:7]([NH:12][C:13]([C:15]2[C:24]([NH:25][C:26]([NH:28][C:29]3[C:34]([CH3:35])=[CH:33][C:32]([CH2:36][CH:37]=[CH2:38])=[CH:31][C:30]=3[CH3:39])=[O:27])=[CH:23][C:22]3[C:17](=[CH:18][CH:19]=[CH:20][CH:21]=3)[CH:16]=2)=[O:14])[C:8]([O:10][CH3:11])=[O:9])[CH2:6][CH2:5][CH2:4][CH2:3][CH2:2]1.[H][H]. (2) Given the product [CH3:22][C:20]1([CH3:23])[O:19][C@H:18]2[O:24][C@H:15]([C@H:13]3[CH2:12][O:14]3)[CH2:16][C@H:17]2[O:21]1, predict the reactants needed to synthesize it. The reactants are: CC1C=CC(S(O[CH2:12][C@H:13]([C@H:15]2[O:24][C@@H:18]3[O:19][C:20]([CH3:23])([CH3:22])[O:21][C@@H:17]3[CH2:16]2)[OH:14])(=O)=O)=CC=1.C[Si]([N-][Si](C)(C)C)(C)C.[K+].[NH4+].[Cl-]. (3) Given the product [C:41]12([NH:51][C:30]([C@H:29]3[CH2:28][CH2:27][S:26](=[O:33])(=[O:34])[N:25]3[CH2:24][C:23]3[CH:35]=[CH:36][CH:37]=[C:21]([CH2:20][N:9]([CH2:8][C:7]4[C:2]([Cl:1])=[CH:3][CH:4]=[C:5]([O:39][CH3:40])[C:6]=4[F:38])[C@H:10]([CH2:16][N:17]([CH3:19])[CH3:18])[CH2:11][C:12]([CH3:14])([CH3:15])[CH3:13])[CH:22]=3)=[O:31])[CH2:48][CH:47]3[CH2:46][CH:45]([CH2:44][CH:43]([CH2:49]3)[CH2:42]1)[CH2:50]2, predict the reactants needed to synthesize it. The reactants are: [Cl:1][C:2]1[C:7]([CH2:8][N:9]([CH2:20][C:21]2[CH:22]=[C:23]([CH:35]=[CH:36][CH:37]=2)[CH2:24][N:25]2[CH:29]([C:30](O)=[O:31])[CH2:28][CH2:27][S:26]2(=[O:34])=[O:33])[C@H:10]([CH2:16][N:17]([CH3:19])[CH3:18])[CH2:11][C:12]([CH3:15])([CH3:14])[CH3:13])=[C:6]([F:38])[C:5]([O:39][CH3:40])=[CH:4][CH:3]=1.[C:41]12([NH2:51])[CH2:50][CH:45]3[CH2:46][CH:47]([CH2:49][CH:43]([CH2:44]3)[CH2:42]1)[CH2:48]2.